This data is from NCI-60 drug combinations with 297,098 pairs across 59 cell lines. The task is: Regression. Given two drug SMILES strings and cell line genomic features, predict the synergy score measuring deviation from expected non-interaction effect. (1) Drug 1: CC12CCC(CC1=CCC3C2CCC4(C3CC=C4C5=CN=CC=C5)C)O. Drug 2: C1CCC(C(C1)N)N.C(=O)(C(=O)[O-])[O-].[Pt+4]. Cell line: UACC62. Synergy scores: CSS=12.2, Synergy_ZIP=-3.43, Synergy_Bliss=-0.236, Synergy_Loewe=-14.7, Synergy_HSA=0.811. (2) Drug 1: COC1=CC(=CC(=C1O)OC)C2C3C(COC3=O)C(C4=CC5=C(C=C24)OCO5)OC6C(C(C7C(O6)COC(O7)C8=CC=CS8)O)O. Drug 2: CC1=C(N=C(N=C1N)C(CC(=O)N)NCC(C(=O)N)N)C(=O)NC(C(C2=CN=CN2)OC3C(C(C(C(O3)CO)O)O)OC4C(C(C(C(O4)CO)O)OC(=O)N)O)C(=O)NC(C)C(C(C)C(=O)NC(C(C)O)C(=O)NCCC5=NC(=CS5)C6=NC(=CS6)C(=O)NCCC[S+](C)C)O. Cell line: OVCAR-5. Synergy scores: CSS=24.4, Synergy_ZIP=-5.84, Synergy_Bliss=1.56, Synergy_Loewe=1.46, Synergy_HSA=2.22.